The task is: Predict the product of the given reaction.. This data is from Forward reaction prediction with 1.9M reactions from USPTO patents (1976-2016). (1) The product is: [Cl:10][C:7]1[CH:8]=[CH:9][C:2]([N:17]2[CH:21]=[N:20][CH:19]=[N:18]2)=[C:3]([CH:6]=1)[C:4]#[N:5]. Given the reactants Cl[C:2]1[CH:9]=[CH:8][C:7]([Cl:10])=[CH:6][C:3]=1[C:4]#[N:5].C(=O)([O-])[O-].[Cs+].[Cs+].[NH:17]1[CH:21]=[N:20][CH:19]=[N:18]1, predict the reaction product. (2) Given the reactants [CH3:1][C:2]1[CH:7]=[CH:6][C:5]([S:8]([O:11][CH2:12][CH:13]2[CH2:17][C:16]3[CH:18]=[CH:19][CH:20]=[C:21](OS(C(F)(F)F)(=O)=O)[C:15]=3[O:14]2)(=[O:10])=[O:9])=[CH:4][CH:3]=1.[Cl:30][C:31]1[CH:32]=[C:33](B(O)O)[CH:34]=[C:35]([Cl:37])[CH:36]=1.P([O-])([O-])([O-])=O.[K+].[K+].[K+], predict the reaction product. The product is: [CH3:1][C:2]1[CH:3]=[CH:4][C:5]([S:8]([O:11][CH2:12][CH:13]2[CH2:17][C:16]3[CH:18]=[CH:19][CH:20]=[C:21]([C:33]4[CH:32]=[C:31]([Cl:30])[CH:36]=[C:35]([Cl:37])[CH:34]=4)[C:15]=3[O:14]2)(=[O:9])=[O:10])=[CH:6][CH:7]=1.